This data is from Reaction yield outcomes from USPTO patents with 853,638 reactions. The task is: Predict the reaction yield, written as a fraction of the theoretical maximum amount of product (1.0 means a 100% yield; for example, 0.34 means a 34% yield). (1) The reactants are [CH2:1]([N:8]1[C:13](=[O:14])[C:12](Cl)=[C:11]([C:16]2[CH:21]=[CH:20][C:19]([Cl:22])=[CH:18][CH:17]=2)[CH:10]=[N:9]1)[C:2]1[CH:7]=[CH:6][CH:5]=[CH:4][CH:3]=1.[C:23]([C:25]1[CH:30]=[CH:29][C:28](B(O)O)=[CH:27][CH:26]=1)#[N:24].P([O-])([O-])([O-])=O.[K+].[K+].[K+]. The catalyst is C1COCC1. The product is [CH2:1]([N:8]1[C:13](=[O:14])[C:12]([C:28]2[CH:29]=[CH:30][C:25]([C:23]#[N:24])=[CH:26][CH:27]=2)=[C:11]([C:16]2[CH:21]=[CH:20][C:19]([Cl:22])=[CH:18][CH:17]=2)[CH:10]=[N:9]1)[C:2]1[CH:7]=[CH:6][CH:5]=[CH:4][CH:3]=1. The yield is 0.920. (2) The reactants are [Cl:1][C:2]1[CH:3]=[C:4]([NH:17][C:18]2[C:19]3[CH:27]=[C:26]([NH:28]CC4C=CC(OC)=CC=4)[N:25]=[CH:24][C:20]=3[N:21]=[CH:22][N:23]=2)[CH:5]=[CH:6][C:7]=1[O:8][CH2:9][C:10]1[CH:15]=[CH:14][CH:13]=[C:12]([Cl:16])[CH:11]=1.FC(F)(F)C(O)=O.C1(OC)C=CC=CC=1. The catalyst is C(Cl)Cl. The product is [Cl:1][C:2]1[CH:3]=[C:4]([NH:17][C:18]2[C:19]3[CH:27]=[C:26]([NH2:28])[N:25]=[CH:24][C:20]=3[N:21]=[CH:22][N:23]=2)[CH:5]=[CH:6][C:7]=1[O:8][CH2:9][C:10]1[CH:15]=[CH:14][CH:13]=[C:12]([Cl:16])[CH:11]=1. The yield is 0.970. (3) The reactants are C([O:4][C:5]1[CH:10]=[CH:9][C:8]([C:11]2[N:12]=[C:13]([CH2:21][C:22]3[CH:27]=[CH:26][CH:25]=[CH:24][CH:23]=3)[C:14]([NH:17][C:18](=[O:20])[CH3:19])=[N:15][CH:16]=2)=[CH:7][CH:6]=1)(=O)C.[OH-].[Na+].Cl. The catalyst is CO. The product is [C:18]([NH:17][C:14]1[C:13]([CH2:21][C:22]2[CH:27]=[CH:26][CH:25]=[CH:24][CH:23]=2)=[N:12][C:11]([C:8]2[CH:7]=[CH:6][C:5]([OH:4])=[CH:10][CH:9]=2)=[CH:16][N:15]=1)(=[O:20])[CH3:19]. The yield is 0.348. (4) The reactants are [S:1]1[CH2:5][CH:4]=[C:3]2[CH:6]=[C:7]3[CH:11]=[CH:10][S:9][C:8]3=[C:2]12.[CH2:12]([Li])[CH2:13][CH2:14][CH3:15].[CH3:17][CH2:18][CH2:19][CH2:20]CC.Br[CH2:24][CH2:25][CH2:26][CH2:27][CH2:28][CH2:29][CH2:30][CH2:31][OH:32].[Cl-].[Na+].[OH2:35]. The product is [OH:35][CH2:12][CH2:13][CH2:14][CH2:15][CH2:17][CH2:18][CH2:19][CH2:20][C:6]1([CH2:24][CH2:25][CH2:26][CH2:27][CH2:28][CH2:29][CH2:30][CH2:31][OH:32])[C:3]2[CH:4]=[CH:5][S:1][C:2]=2[C:8]2[S:9][CH:10]=[CH:11][C:7]1=2. The yield is 0.780. The catalyst is O1CCCC1. (5) The reactants are [NH2:1][C:2]1[C:11]2[C:6](=[C:7](Br)[CH:8]=[CH:9][CH:10]=2)[N:5]=[N:4][C:3]=1[C:13]([NH:15][CH2:16][CH2:17][CH3:18])=[O:14].[F:19][C:20]1[CH:21]=[C:22](B(O)O)[CH:23]=[CH:24][C:25]=1[O:26][CH3:27]. No catalyst specified. The product is [NH2:1][C:2]1[C:11]2[C:6](=[C:7]([C:22]3[CH:23]=[CH:24][C:25]([O:26][CH3:27])=[C:20]([F:19])[CH:21]=3)[CH:8]=[CH:9][CH:10]=2)[N:5]=[N:4][C:3]=1[C:13]([NH:15][CH2:16][CH2:17][CH3:18])=[O:14]. The yield is 0.780. (6) The reactants are C1C(=O)N([I:8])C(=O)C1.[CH3:9][O:10][C:11]1[CH:12]=[C:13]2[C:18](=[CH:19][CH:20]=1)[C:17]([OH:21])=[N:16][CH:15]=[CH:14]2. The catalyst is CC#N. The product is [I:8][C:14]1[C:13]2[C:18](=[CH:19][CH:20]=[C:11]([O:10][CH3:9])[CH:12]=2)[C:17]([OH:21])=[N:16][CH:15]=1. The yield is 0.870. (7) The reactants are [Cl:1][C:2]1[C:7]([S:8]([NH2:11])(=[O:10])=[O:9])=[C:6]([OH:12])[C:5]([N+:13]([O-])=O)=[CH:4][CH:3]=1. The catalyst is C(OCC)(=O)C.[Pd]. The product is [NH2:13][C:5]1[C:6]([OH:12])=[C:7]([S:8]([NH2:11])(=[O:10])=[O:9])[C:2]([Cl:1])=[CH:3][CH:4]=1. The yield is 0.930.